Dataset: Full USPTO retrosynthesis dataset with 1.9M reactions from patents (1976-2016). Task: Predict the reactants needed to synthesize the given product. (1) The reactants are: [CH2:1]([O:3][C:4]1[CH:5]=[C:6]([CH2:13][CH:14]([NH2:17])[CH2:15][CH3:16])[CH:7]=[CH:8][C:9]=1[O:10][CH2:11][CH3:12])[CH3:2].[CH:18](O)=[O:19]. Given the product [CH2:1]([O:3][C:4]1[CH:5]=[C:6]([CH2:13][CH:14]([NH:17][CH:18]=[O:19])[CH2:15][CH3:16])[CH:7]=[CH:8][C:9]=1[O:10][CH2:11][CH3:12])[CH3:2], predict the reactants needed to synthesize it. (2) Given the product [Cl:1][C:2]1[CH:7]=[CH:6][C:5]([Cl:8])=[CH:4][C:3]=1[C:9]1[O:13][N:12]=[CH:11][C:10]=1[CH2:14][CH2:15][CH2:16][OH:17], predict the reactants needed to synthesize it. The reactants are: [Cl:1][C:2]1[CH:7]=[CH:6][C:5]([Cl:8])=[CH:4][C:3]=1[C:9]1[O:13][N:12]=[CH:11][C:10]=1[CH2:14][CH2:15][C:16](OC)=[O:17].[H-].C([Al+]CC(C)C)C(C)C.Cl. (3) Given the product [C:1]([C:5]1[CH:6]=[C:7]([NH:20][C:32](=[O:33])[O:34][C:35]([CH3:37])=[CH2:36])[N:8]([C:10]2[CH:11]=[C:12]3[C:17](=[CH:18][CH:19]=2)[N:16]=[CH:15][CH:14]=[CH:13]3)[N:9]=1)([CH3:4])([CH3:2])[CH3:3], predict the reactants needed to synthesize it. The reactants are: [C:1]([C:5]1[CH:6]=[C:7]([NH2:20])[N:8]([C:10]2[CH:11]=[C:12]3[C:17](=[CH:18][CH:19]=2)[N:16]=[CH:15][CH:14]=[CH:13]3)[N:9]=1)([CH3:4])([CH3:3])[CH3:2].C[Si]([N-][Si](C)(C)C)(C)C.[Li+].Cl[C:32]([O:34][C:35]([CH3:37])=[CH2:36])=[O:33].Cl. (4) The reactants are: C1(C2NN=C(NC3C(=O)N(C)C=C(C4C=CN=C(N5CCN6C7CCCCC=7C=C6C5=O)C=4CO)C=3)C=2)CC1.C([O-])(=O)C.C([O:47][CH2:48][C:49]1[C:50]([N:81]2[CH2:93][CH2:92][N:84]3[C:85]4[CH2:86][CH2:87][CH2:88][CH2:89][C:90]=4[CH:91]=[C:83]3[C:82]2=[O:94])=[N:51][CH:52]=[CH:53][C:54]=1[C:55]1[CH:60]=[C:59]([NH:61][C:62]2[CH:67]=[CH:66][C:65]([N:68]3[CH2:73][CH2:72][N:71]([CH2:74][C:75]([OH:78])([CH3:77])[CH3:76])[CH2:70][CH2:69]3)=[CH:64][N:63]=2)[C:58](=[O:79])[N:57]([CH3:80])[CH:56]=1)(=O)C.O[Li].O. Given the product [OH:78][C:75]([CH3:77])([CH3:76])[CH2:74][N:71]1[CH2:72][CH2:73][N:68]([C:65]2[CH:66]=[CH:67][C:62]([NH:61][C:59]3[C:58](=[O:79])[N:57]([CH3:80])[CH:56]=[C:55]([C:54]4[CH:53]=[CH:52][N:51]=[C:50]([N:81]5[CH2:93][CH2:92][N:84]6[C:85]7[CH2:86][CH2:87][CH2:88][CH2:89][C:90]=7[CH:91]=[C:83]6[C:82]5=[O:94])[C:49]=4[CH2:48][OH:47])[CH:60]=3)=[N:63][CH:64]=2)[CH2:69][CH2:70]1, predict the reactants needed to synthesize it.